Dataset: Retrosynthesis with 50K atom-mapped reactions and 10 reaction types from USPTO. Task: Predict the reactants needed to synthesize the given product. (1) Given the product Cc1ccc2c(C(=O)C(F)(F)F)cn(C(C)C)c2c1, predict the reactants needed to synthesize it. The reactants are: CC(C)I.Cc1ccc2c(C(=O)C(F)(F)F)c[nH]c2c1. (2) The reactants are: CN(C)CCc1cn(Cc2ccccc2)c2c(F)ccc(OCc3ccccc3)c12. Given the product CN(C)CCc1cn(Cc2ccccc2)c2c(F)ccc(O)c12, predict the reactants needed to synthesize it. (3) Given the product CCCCN1C(=O)c2cccnc2C1(O)c1ccccc1, predict the reactants needed to synthesize it. The reactants are: CCCCN1C(=O)c2cccnc2C1=O.[Mg+]c1ccccc1. (4) Given the product Cc1ccc(S(=O)(=O)N2CCNC(=O)[C@H]2CC(=O)NC2CCCc3c2cnn3CCO)cc1, predict the reactants needed to synthesize it. The reactants are: Cc1ccc(S(=O)(=O)N2CCNC(=O)[C@H]2CC(=O)NC2CCCc3c2cnn3CCO[Si](C)(C)C(C)(C)C)cc1. (5) Given the product CCC(CC)Oc1nc(C)nc(Nc2c(C)cc(C)cc2C)c1CO, predict the reactants needed to synthesize it. The reactants are: CCC(CC)Oc1nc(C)nc(Nc2c(C)cc(C)cc2C)c1C(=O)O. (6) Given the product CS(=O)(=O)c1ccc(C(CC2CCOCC2)C(=O)Nc2cnccn2)cc1Cl, predict the reactants needed to synthesize it. The reactants are: CS(=O)(=O)c1ccc(C(CC2CCOCC2)C(=O)O)cc1Cl.Nc1cnccn1. (7) Given the product COC(=O)c1ccc[n+]([O-])c1-c1ccc(F)cc1, predict the reactants needed to synthesize it. The reactants are: COC(=O)c1cccnc1-c1ccc(F)cc1.O=C(OO)c1cccc(Cl)c1. (8) Given the product CC(=O)c1cc(-c2c(C)noc2C)cc2[nH]c(C3CC3)nc12, predict the reactants needed to synthesize it. The reactants are: CON(C)C(=O)c1cc(-c2c(C)noc2C)cc2[nH]c(C3CC3)nc12. (9) Given the product COC(=O)c1ccc(-c2ccccc2)c(N)c1, predict the reactants needed to synthesize it. The reactants are: COC(=O)c1ccc(-c2ccccc2)c([N+](=O)[O-])c1. (10) Given the product COCCCOc1ccc([C@H]2[C@H](OCCCOC)CN(C(=O)OCc3ccccc3)C[C@@H]2OCc2ccc3c(c2)N(CCCOC)CCO3)cc1, predict the reactants needed to synthesize it. The reactants are: COCCCBr.COCCCOc1ccc([C@H]2[C@H](O)CN(C(=O)OCc3ccccc3)C[C@@H]2OCc2ccc3c(c2)N(CCCOC)CCO3)cc1.